From a dataset of Forward reaction prediction with 1.9M reactions from USPTO patents (1976-2016). Predict the product of the given reaction. (1) The product is: [C:28]([C:24]1[CH:25]=[CH:26][CH:27]=[C:21]([CH3:20])[C:22]=1[NH:23][C:13](=[O:15])[CH2:12][N:11]1[C:10]2[CH:16]=[CH:17][CH:18]=[CH:19][C:9]=2[N:8]=[C:7]1[C:1]1[CH:2]=[CH:3][CH:4]=[CH:5][CH:6]=1)([CH3:31])([CH3:30])[CH3:29]. Given the reactants [C:1]1([C:7]2[N:11]([CH2:12][C:13]([OH:15])=O)[C:10]3[CH:16]=[CH:17][CH:18]=[CH:19][C:9]=3[N:8]=2)[CH:6]=[CH:5][CH:4]=[CH:3][CH:2]=1.[CH3:20][C:21]1[CH:27]=[CH:26][CH:25]=[C:24]([C:28]([CH3:31])([CH3:30])[CH3:29])[C:22]=1[NH2:23].CN(C(ON1N=NC2C=CC=NC1=2)=[N+](C)C)C.F[P-](F)(F)(F)(F)F, predict the reaction product. (2) Given the reactants [NH2:1][C:2]1[C:7]([C:8]#[N:9])=[C:6]([C:10]2[CH:15]=[CH:14][C:13]([NH:16][C:17](=[O:19])[CH3:18])=[CH:12][CH:11]=2)[C:5]([C:20]#[N:21])=[C:4]([S:22]C2C=CC=CC=2)[N:3]=1.[S-2].[Na+].[Na+].Cl, predict the reaction product. The product is: [NH2:1][C:2]1[C:7]([C:8]#[N:9])=[C:6]([C:10]2[CH:11]=[CH:12][C:13]([NH:16][C:17](=[O:19])[CH3:18])=[CH:14][CH:15]=2)[C:5]([C:20]#[N:21])=[C:4]([SH:22])[N:3]=1. (3) Given the reactants [OH:1][C:2]1[CH:3]=[C:4]([CH:7]=[C:8]([C:10]([F:13])([F:12])[F:11])[CH:9]=1)[C:5]#[N:6].C1C=CC(P(C2C=CC=CC=2)C2C=CC=CC=2)=CC=1.[C:33]1([CH2:39][CH:40](O)[CH3:41])[CH:38]=[CH:37][CH:36]=[CH:35][CH:34]=1.CCOC(/N=N/C(OCC)=O)=O, predict the reaction product. The product is: [CH3:41][CH:40]([O:1][C:2]1[CH:3]=[C:4]([CH:7]=[C:8]([C:10]([F:11])([F:12])[F:13])[CH:9]=1)[C:5]#[N:6])[CH2:39][C:33]1[CH:38]=[CH:37][CH:36]=[CH:35][CH:34]=1. (4) Given the reactants [NH2:1][C:2]1[S:3][C:4]([C:10]2[CH:15]=[CH:14][CH:13]=[CH:12][CH:11]=2)=[CH:5][C:6]=1[C:7]([OH:9])=O.[C:16]([O:20][C:21]([N:23]1[CH2:29][CH2:28][CH2:27]C[C@H:25]([NH2:30])[CH2:24]1)=[O:22])([CH3:19])([CH3:18])[CH3:17].F[P-](F)(F)(F)(F)F.N1(O[P+](N(C)C)(N(C)C)N(C)C)C2C=CC=CC=2N=N1, predict the reaction product. The product is: [NH2:1][C:2]1[S:3][C:4]([C:10]2[CH:15]=[CH:14][CH:13]=[CH:12][CH:11]=2)=[CH:5][C:6]=1[C:7]([NH:30][C@H:25]1[CH2:27][CH2:28][CH2:29][N:23]([C:21]([O:20][C:16]([CH3:17])([CH3:18])[CH3:19])=[O:22])[CH2:24]1)=[O:9]. (5) Given the reactants [C:1]([O:5][C:6]([N:8]1[C:13]2[CH:14]=[C:15]([Cl:19])[CH:16]=[C:17](Br)[C:12]=2[O:11][CH:10]([C:20]([N:22]2[CH2:27][CH2:26][C:25]([C:36]#[N:37])([CH2:28][C:29]3[CH:34]=[CH:33][C:32]([F:35])=[CH:31][CH:30]=3)[CH2:24][CH2:23]2)=[O:21])[CH2:9]1)=[O:7])([CH3:4])([CH3:3])[CH3:2].CC1(C)C(C)(C)OB([C:46]2[CH:47]=[N:48][N:49]([C:51]([C:64]3[CH:69]=[CH:68][CH:67]=[CH:66][CH:65]=3)([C:58]3[CH:63]=[CH:62][CH:61]=[CH:60][CH:59]=3)[C:52]3[CH:57]=[CH:56][CH:55]=[CH:54][CH:53]=3)[CH:50]=2)O1.C([O-])([O-])=O.[Na+].[Na+], predict the reaction product. The product is: [C:1]([O:5][C:6]([N:8]1[C:13]2[CH:14]=[C:15]([Cl:19])[CH:16]=[C:17]([C:46]3[CH:47]=[N:48][N:49]([C:51]([C:58]4[CH:63]=[CH:62][CH:61]=[CH:60][CH:59]=4)([C:52]4[CH:53]=[CH:54][CH:55]=[CH:56][CH:57]=4)[C:64]4[CH:69]=[CH:68][CH:67]=[CH:66][CH:65]=4)[CH:50]=3)[C:12]=2[O:11][CH:10]([C:20]([N:22]2[CH2:27][CH2:26][C:25]([C:36]#[N:37])([CH2:28][C:29]3[CH:34]=[CH:33][C:32]([F:35])=[CH:31][CH:30]=3)[CH2:24][CH2:23]2)=[O:21])[CH2:9]1)=[O:7])([CH3:4])([CH3:3])[CH3:2]. (6) Given the reactants [CH3:1][O:2][CH2:3][CH2:4][N:5]1[CH2:10][CH2:9][N:8]([CH2:11][C:12]2[CH:13]=[C:14]3[N:20]=[C:19]([C:21]4[CH:27]=[CH:26][CH:25]=[CH:24][C:22]=4[NH2:23])[S:18][C:15]3=[N:16][CH:17]=2)[CH2:7][CH2:6]1.[C:28]1([C:34]2[O:35][C:36]([C:42]([F:45])([F:44])[F:43])=[C:37]([C:39](O)=[O:40])[N:38]=2)[CH:33]=[CH:32][CH:31]=[CH:30][CH:29]=1, predict the reaction product. The product is: [CH3:1][O:2][CH2:3][CH2:4][N:5]1[CH2:10][CH2:9][N:8]([CH2:11][C:12]2[CH:13]=[C:14]3[N:20]=[C:19]([C:21]4[CH:27]=[CH:26][CH:25]=[CH:24][C:22]=4[NH:23][C:39]([C:37]4[N:38]=[C:34]([C:28]5[CH:33]=[CH:32][CH:31]=[CH:30][CH:29]=5)[O:35][C:36]=4[C:42]([F:44])([F:45])[F:43])=[O:40])[S:18][C:15]3=[N:16][CH:17]=2)[CH2:7][CH2:6]1.